From a dataset of Forward reaction prediction with 1.9M reactions from USPTO patents (1976-2016). Predict the product of the given reaction. (1) Given the reactants [Mg].Br[CH2:3][CH2:4]Br.[CH3:6][C:7]1[CH:12]=[CH:11][C:10](C)=[CH:9][C:8]=1[C:14]1[CH:19]=[CH:18][CH:17]=[C:16](C)[CH:15]=1.[C:21]([P:25]([C:27]([CH3:30])([CH3:29])[CH3:28])Cl)([CH3:24])([CH3:23])[CH3:22].[CH2:31]1[CH2:35]OC[CH2:32]1, predict the reaction product. The product is: [C:21]([P:25]([C:27]([CH3:30])([CH3:29])[CH3:28])[C:19]1[CH:18]=[CH:17][CH:16]=[CH:15][C:14]=1[C:8]1[C:7]([C:6]2[CH:4]=[CH:3][CH:35]=[CH:31][CH:32]=2)=[CH:12][CH:11]=[CH:10][CH:9]=1)([CH3:24])([CH3:23])[CH3:22]. (2) Given the reactants C1(CC2C(C3C=C(OC)C(C)=CC=3OC)=NC([NH:14][C:15]([C:17]3[CH:18]=[C:19]([C:27]([O:29][CH3:30])=[O:28])[C:20]4[C:25]([CH:26]=3)=[CH:24][CH:23]=[CH:22][CH:21]=4)=O)=NC=2)CCCCC1.C(Cl)(=O)C(Cl)=O.CC(C1NC(=O)C(CCSC)NC(=O)C(NC(C(NC(C(NC(C(NC(C(N)CC(O)=O)=O)C(O)C)=O)CCSC)=O)CCCNC(N)=N)=O)CSSCC(C(NC(C(NC(C(NC(C(O)=O)C(C)C)=O)CCC(O)=O)=O)CC2C3C(=CC=CC=3)NC=2)=O)NC(=O)C2N(CCC2)C(=O)C(CCCNC(N)=N)NC(=O)C(CC2C=CC(O)=CC=2)NC(=O)C(C(C)C)NC(=O)C(CCCNC(N)=N)NC(=O)CNC1=O)C.N1C=CC=CC=1, predict the reaction product. The product is: [C:15]([C:17]1[CH:18]=[C:19]([C:27]([O:29][CH3:30])=[O:28])[C:20]2[C:25]([CH:26]=1)=[CH:24][CH:23]=[CH:22][CH:21]=2)#[N:14]. (3) Given the reactants Cl[C:2]1[C:7]([Cl:8])=[CH:6][CH:5]=[CH:4][N:3]=1.[CH3:9][N:10]1C(=O)CCC1, predict the reaction product. The product is: [Cl:8][C:7]1[C:2]([C:9]#[N:10])=[N:3][CH:4]=[CH:5][CH:6]=1. (4) Given the reactants [Cl:1][C:2]1[CH:7]=[CH:6][C:5]([NH:8][C@H:9]2[C:18]3[C:13](=[CH:14][CH:15]=[CH:16][CH:17]=3)[N:12]([C:19](=[O:28])[C:20]3[CH:25]=[CH:24][C:23]([O:26][CH3:27])=[CH:22][CH:21]=3)[C@@H:11]([CH3:29])[CH2:10]2)=[C:4]([CH3:30])[CH:3]=1.C(N(C(C)C)CC)(C)C.[C:40](Cl)(=[O:42])[CH3:41], predict the reaction product. The product is: [Cl:1][C:2]1[CH:7]=[CH:6][C:5]([N:8]([C@H:9]2[C:18]3[C:13](=[CH:14][CH:15]=[CH:16][CH:17]=3)[N:12]([C:19](=[O:28])[C:20]3[CH:21]=[CH:22][C:23]([O:26][CH3:27])=[CH:24][CH:25]=3)[C@@H:11]([CH3:29])[CH2:10]2)[C:40](=[O:42])[CH3:41])=[C:4]([CH3:30])[CH:3]=1. (5) Given the reactants [N+:1]([C:4]1S[CH:6]=[CH:7][CH:8]=1)([O-])=O.ClS(O)(=O)=O.S(Cl)([O-])(=O)=O.[N+]([C:22]1[CH:26]=[CH:25]S[C:23]=1S(Cl)(=O)=O)([O-])=O.[CH:31](Cl)(Cl)Cl, predict the reaction product. The product is: [NH:1]1[C:31]2[C:6](=[CH:23][CH:22]=[CH:26][CH:25]=2)[CH2:7][CH2:8][CH2:4]1. (6) Given the reactants Br[CH2:2][C:3]([O:5][C:6]([CH3:9])([CH3:8])[CH3:7])=[O:4].[NH:10]1[CH2:15][CH2:14][CH:13]([OH:16])[CH2:12][CH2:11]1, predict the reaction product. The product is: [OH:16][CH:13]1[CH2:14][CH2:15][N:10]([CH2:2][C:3]([O:5][C:6]([CH3:9])([CH3:8])[CH3:7])=[O:4])[CH2:11][CH2:12]1. (7) The product is: [CH2:6]([CH:5]([C:9]1[CH:10]=[CH:11][CH:12]=[CH:15][CH:16]=1)[C:17]#[N:18])[CH2:7][CH2:8][CH3:21]. Given the reactants S(Cl)(Cl)=O.[CH2:5]([C:9]1[CH:16]=[CH:15][C:12](CO)=[CH:11][CH:10]=1)[CH2:6][CH2:7][CH3:8].[C-:17]#[N:18].[Na+].O.[CH3:21]COCC, predict the reaction product. (8) Given the reactants [CH2:1]([N:4]1[C:8]2[CH:9]=[CH:10][CH:11]=[CH:12][C:7]=2[N:6]=[C:5]1[C:13]1[N:18]=[N:17][C:16](O)=[CH:15][CH:14]=1)[CH2:2][CH3:3].O=P(Cl)(Cl)[Cl:22], predict the reaction product. The product is: [Cl:22][C:16]1[N:17]=[N:18][C:13]([C:5]2[N:4]([CH2:1][CH2:2][CH3:3])[C:8]3[CH:9]=[CH:10][CH:11]=[CH:12][C:7]=3[N:6]=2)=[CH:14][CH:15]=1. (9) Given the reactants [CH3:1][N:2]1[CH2:7][CH2:6][N:5]([C:8]2[CH:9]=[C:10]([C:14](=O)[CH2:15][C:16]#[N:17])[CH:11]=[CH:12][CH:13]=2)[CH2:4][CH2:3]1.[NH2:19][NH2:20], predict the reaction product. The product is: [CH3:1][N:2]1[CH2:7][CH2:6][N:5]([C:8]2[CH:9]=[C:10]([C:14]3[CH:15]=[C:16]([NH2:17])[NH:20][N:19]=3)[CH:11]=[CH:12][CH:13]=2)[CH2:4][CH2:3]1. (10) Given the reactants BrC1[CH:3]=[C:4]([CH:8]=[C:9]([F:11])[CH:10]=1)[C:5]([OH:7])=[O:6].[C:12]1(C)C=CC=CC=1.[Si]([CH:23]=[N+:24]=[N-])(C)(C)C, predict the reaction product. The product is: [NH2:24][C:23]1[CH:3]=[C:4]([CH:8]=[C:9]([F:11])[CH:10]=1)[C:5]([O:7][CH3:12])=[O:6].